Dataset: Forward reaction prediction with 1.9M reactions from USPTO patents (1976-2016). Task: Predict the product of the given reaction. Given the reactants Br[C:2]1[CH:3]=[N:4][N:5]([CH:7]2[CH2:18][CH2:17][C:10]3([N:14]([CH3:15])[C:13](=[O:16])[CH2:12][CH2:11]3)[CH2:9][CH2:8]2)[CH:6]=1.CC1(C)C(C)(C)OB(B2OC(C)(C)C(C)(C)O2)O1.C([O-])(=O)C.[K+].[Br-].[C:43]([O:47][C:48]([N:50]1[CH2:55][CH2:54][CH:53]([CH2:56][NH:57][C:58]2[C:63](Br)=[CH:62][N:61]=[C:60]([Cl:65])[N:59]=2)[CH2:52][CH2:51]1)=[O:49])([CH3:46])([CH3:45])[CH3:44].C([O-])([O-])=O.[K+].[K+], predict the reaction product. The product is: [C:43]([O:47][C:48]([N:50]1[CH2:51][CH2:52][CH:53]([CH2:56][NH:57][C:58]2[C:63]([C:2]3[CH:3]=[N:4][N:5]([CH:7]4[CH2:18][CH2:17][C:10]5([N:14]([CH3:15])[C:13](=[O:16])[CH2:12][CH2:11]5)[CH2:9][CH2:8]4)[CH:6]=3)=[CH:62][N:61]=[C:60]([Cl:65])[N:59]=2)[CH2:54][CH2:55]1)=[O:49])([CH3:46])([CH3:44])[CH3:45].